From a dataset of Reaction yield outcomes from USPTO patents with 853,638 reactions. Predict the reaction yield, written as a fraction of the theoretical maximum amount of product (1.0 means a 100% yield; for example, 0.34 means a 34% yield). (1) The reactants are B(Br)(Br)Br.[Cl:5][C:6]1[CH:11]=[CH:10][C:9]([CH2:12][C:13]#[N:14])=[CH:8][C:7]=1[O:15]C.O. The catalyst is ClCCl. The product is [Cl:5][C:6]1[CH:11]=[CH:10][C:9]([CH2:12][C:13]#[N:14])=[CH:8][C:7]=1[OH:15]. The yield is 0.850. (2) The reactants are [CH2:1]([N:3]([C:9]1[CH:14]=[CH:13][CH:12]=[CH:11][CH:10]=1)[CH2:4][CH:5]([NH2:8])[CH2:6][NH2:7])[CH3:2].[C:15](O)(=O)C.C(N)=N. The catalyst is C(O)C. The product is [N:7]1[CH2:6][CH:5]([CH2:4][N:3]([CH2:1][CH3:2])[C:9]2[CH:10]=[CH:11][CH:12]=[CH:13][CH:14]=2)[NH:8][CH:15]=1. The yield is 0.210.